Dataset: Forward reaction prediction with 1.9M reactions from USPTO patents (1976-2016). Task: Predict the product of the given reaction. The product is: [C:1]([O:5][C:6]([N:8]1[CH2:13][CH2:12][CH:11]([CH2:14][C:15]2[CH:16]=[CH:17][C:18]([C:21]([OH:23])=[O:22])=[N:19][CH:20]=2)[CH2:10][CH2:9]1)=[O:7])([CH3:4])([CH3:2])[CH3:3]. Given the reactants [C:1]([O:5][C:6]([N:8]1[CH2:13][CH2:12][CH:11]([CH2:14][C:15]2[CH:16]=[CH:17][C:18]([C:21]([O:23]C)=[O:22])=[N:19][CH:20]=2)[CH2:10][CH2:9]1)=[O:7])([CH3:4])([CH3:3])[CH3:2].[OH-].[Na+], predict the reaction product.